Predict the reaction yield, written as a fraction of the theoretical maximum amount of product (1.0 means a 100% yield; for example, 0.34 means a 34% yield). From a dataset of Reaction yield outcomes from USPTO patents with 853,638 reactions. (1) The reactants are ClC1C(C2C=CC=CC=2C(F)(F)F)=[C:6]([OH:18])C(C=O)=CC=1.[Cl:21][C:22]1[CH:27]=[C:26]([Cl:28])[CH:25]=[CH:24][C:23]=1[C:29]1[C:30]([OH:36])=[CH:31][CH:32]=[CH:33][C:34]=1[F:35]. No catalyst specified. The product is [Cl:21][C:22]1[CH:27]=[C:26]([Cl:28])[CH:25]=[CH:24][C:23]=1[C:29]1[C:34]([F:35])=[CH:33][CH:32]=[C:31]([CH:6]=[O:18])[C:30]=1[OH:36]. The yield is 0.610. (2) The reactants are [CH3:1][CH:2]([C:4]([CH3:9])([OH:8])[CH:5]([CH3:7])[CH3:6])[CH3:3].[H-].[Na+].[CH3:12][N:13]([CH3:17])[C:14](Cl)=[O:15]. The catalyst is C1(C)C=CC=CC=1.CC(OC)(C)C. The product is [CH:2]([C:4]([O:8][C:14](=[O:15])[N:13]([CH3:17])[CH3:12])([CH3:9])[CH:5]([CH3:7])[CH3:6])([CH3:3])[CH3:1]. The yield is 0.610.